The task is: Predict the product of the given reaction.. This data is from Forward reaction prediction with 1.9M reactions from USPTO patents (1976-2016). Given the reactants C(NC(C)C)(C)C.C([Li])CCC.[Cl:13][C:14]1[N:15]=[N:16][C:17]([O:20][CH3:21])=[CH:18][CH:19]=1.Cl[Si:23]([CH3:26])([CH3:25])[CH3:24], predict the reaction product. The product is: [Cl:13][C:14]1[N:15]=[N:16][C:17]([O:20][CH3:21])=[C:18]([Si:23]([CH3:26])([CH3:25])[CH3:24])[CH:19]=1.